From a dataset of Catalyst prediction with 721,799 reactions and 888 catalyst types from USPTO. Predict which catalyst facilitates the given reaction. (1) Product: [CH3:1][C:2]([NH:4][C@@H:5]1[C:15]2[CH:16]=[C:17]([O:20][P:21]([OH:24])([OH:23])=[O:22])[CH:18]=[CH:19][C:14]=2[C:13]2[C:8](=[CH:9][C:10]([O:29][CH3:30])=[C:11]([O:27][CH3:28])[C:12]=2[O:25][CH3:26])[CH2:7][CH2:6]1)=[O:3].[C:17]1([OH:20])[CH:18]=[CH:19][CH:14]=[CH:15][CH:16]=1. The catalyst class is: 11. Reactant: [CH3:1][C:2]([NH:4][C@@H:5]1[C:15]2[CH:16]=[C:17]([O:20][P:21]([OH:24])([OH:23])=[O:22])[CH:18]=[CH:19][C:14]=2[C:13]2[C:8](=[CH:9][C:10]([O:29][CH3:30])=[C:11]([O:27][CH3:28])[C:12]=2[O:25][CH3:26])[CH2:7][CH2:6]1)=[O:3].[O-]O.CS(O)(=O)=O.S([O-])([O-])(=O)=S.[Na+].[Na+].C(=O)(O)[O-].[Na+]. (2) Reactant: [CH3:1][O:2][C:3]1[CH:15]=[C:14]([O:16][CH3:17])[CH:13]=[CH:12][C:4]=1[CH2:5][NH:6][C:7]1[S:11][N:10]=[CH:9][N:8]=1.[F:18][C:19]1[CH:27]=[C:26]2[C:22]([CH:23]=[N:24][N:25]2[CH2:28][C:29]2[CH:34]=[CH:33][CH:32]=[CH:31][C:30]=2[I:35])=[CH:21][C:20]=1[S:36](Cl)(=[O:38])=[O:37]. Product: [CH3:1][O:2][C:3]1[CH:15]=[C:14]([O:16][CH3:17])[CH:13]=[CH:12][C:4]=1[CH2:5][N:6]([C:7]1[S:11][N:10]=[CH:9][N:8]=1)[S:36]([C:20]1[CH:21]=[C:22]2[C:26](=[CH:27][C:19]=1[F:18])[N:25]([CH2:28][C:29]1[CH:34]=[CH:33][CH:32]=[CH:31][C:30]=1[I:35])[N:24]=[CH:23]2)(=[O:37])=[O:38]. The catalyst class is: 1. (3) Reactant: Br[C:2]1[C:11]2[C:6](=[CH:7][CH:8]=[CH:9][CH:10]=2)[CH:5]=[CH:4][C:3]=1[CH:12]=[CH:13][CH3:14].C([Li])CCC.CN(C)[CH:22]=[O:23].[Cl-].[NH4+]. Product: [CH:12]([C:3]1[CH:4]=[CH:5][C:6]2[C:11](=[CH:10][CH:9]=[CH:8][CH:7]=2)[C:2]=1[CH:22]=[O:23])=[CH:13][CH3:14]. The catalyst class is: 7. (4) Reactant: [CH3:1][C:2]1[N:10]=[C:9]2[C:5]([N:6]=[CH:7][N:8]2C2CCCCO2)=[C:4]([C:17]2[C:18]([NH:34][C:35]3[C:36]4[CH:37]=[N:38][N:39](C5CCCCO5)[C:40]=4[CH:41]=[CH:42][CH:43]=3)=[N:19][CH:20]=[C:21]([CH2:23][C:24]3[CH:29]=[CH:28][C:27]([S:30]([CH3:33])(=[O:32])=[O:31])=[CH:26][CH:25]=3)[CH:22]=2)[N:3]=1.[C:50]([OH:56])([C:52]([F:55])([F:54])[F:53])=[O:51]. Product: [F:53][C:52]([F:55])([F:54])[C:50]([OH:56])=[O:51].[CH3:1][C:2]1[N:10]=[C:9]2[C:5]([N:6]=[CH:7][NH:8]2)=[C:4]([C:17]2[C:18]([NH:34][C:35]3[C:36]4[CH:37]=[N:38][NH:39][C:40]=4[CH:41]=[CH:42][CH:43]=3)=[N:19][CH:20]=[C:21]([CH2:23][C:24]3[CH:25]=[CH:26][C:27]([S:30]([CH3:33])(=[O:32])=[O:31])=[CH:28][CH:29]=3)[CH:22]=2)[N:3]=1. The catalyst class is: 2. (5) Reactant: F[C:2]1[CH:7]=[C:6]([N+:8]([O-:10])=[O:9])[CH:5]=[C:4](F)[C:3]=1F.[CH3:13][O:14][CH2:15][CH2:16]O.[H-].[Na+].C(OCC)(=O)C.C[N:27](C=O)C. Product: [CH3:13][O:14][CH2:15][CH2:16][NH:27][C:3]1[CH:4]=[CH:5][C:6]([N+:8]([O-:10])=[O:9])=[CH:7][CH:2]=1. The catalyst class is: 6. (6) Reactant: [Cl:1][C:2]1[CH:3]=[C:4]([C:24](O)=[O:25])[C:5]([C:17]2[CH:22]=[CH:21][CH:20]=[C:19]([F:23])[CH:18]=2)=[C:6](/[N:10]=[N:11]/[N:12]([CH2:15][CH3:16])[CH2:13][CH3:14])[C:7]=1[C:8]#[CH:9].C(N(CC)C(C)C)(C)C.Cl.[CH3:37][NH:38][O:39][CH3:40].Cl. Product: [Cl:1][C:2]1[CH:3]=[C:4]([C:24]([N:38]([O:39][CH3:40])[CH3:37])=[O:25])[C:5]([C:17]2[CH:22]=[CH:21][CH:20]=[C:19]([F:23])[CH:18]=2)=[C:6](/[N:10]=[N:11]/[N:12]([CH2:15][CH3:16])[CH2:13][CH3:14])[C:7]=1[C:8]#[CH:9]. The catalyst class is: 35. (7) Reactant: [ClH:1].C([O:9][C:10]1[CH:11]=[C:12]2[C:17](=[CH:18][C:19]=1[O:20]CC1C=CC=CC=1)[CH:16]([CH2:28][C:29]1[CH:34]=[CH:33][C:32]([C:35]3[CH:40]=[CH:39][CH:38]=[CH:37][CH:36]=3)=[CH:31][CH:30]=1)[NH:15][CH2:14][CH2:13]2)C1C=CC=CC=1.CO. Product: [ClH:1].[OH:9][C:10]1[CH:11]=[C:12]2[C:17](=[CH:18][C:19]=1[OH:20])[CH:16]([CH2:28][C:29]1[CH:34]=[CH:33][C:32]([C:35]3[CH:40]=[CH:39][CH:38]=[CH:37][CH:36]=3)=[CH:31][CH:30]=1)[NH:15][CH2:14][CH2:13]2. The catalyst class is: 33. (8) The catalyst class is: 67. Reactant: COC1C=CC(C[NH:8][S:9]([C:12]2[CH:22]=[CH:21][C:15]([CH2:16][NH:17][C:18](=[O:20])[CH3:19])=[CH:14][CH:13]=2)(=[O:11])=[O:10])=CC=1. Product: [S:9]([C:12]1[CH:13]=[CH:14][C:15]([CH2:16][NH:17][C:18](=[O:20])[CH3:19])=[CH:21][CH:22]=1)(=[O:10])(=[O:11])[NH2:8].